From a dataset of CYP2C9 inhibition data for predicting drug metabolism from PubChem BioAssay. Regression/Classification. Given a drug SMILES string, predict its absorption, distribution, metabolism, or excretion properties. Task type varies by dataset: regression for continuous measurements (e.g., permeability, clearance, half-life) or binary classification for categorical outcomes (e.g., BBB penetration, CYP inhibition). Dataset: cyp2c9_veith. (1) The drug is COC(=O)[C@@]1(Cc2ccc(OC)cc2)[C@H]2c3cc(C(=O)N4CCCC4)n(CCc4c[nH]c5cc(F)ccc45)c3C[C@H]2CN1C(=O)c1ccccc1. The result is 1 (inhibitor). (2) The result is 0 (non-inhibitor). The molecule is COCC(=O)N1CCC2(CCCN(c3ccncc3)C2)CC1. (3) The molecule is N#Cc1ccc(CN2CC3(CCN(C(=O)c4cccc(F)c4)CC3)C2)cc1. The result is 0 (non-inhibitor). (4) The drug is Cc1cnc(CNc2ncncc2-c2ccccc2C)cn1. The result is 0 (non-inhibitor). (5) The compound is CC1(C)CC2(CCO1)OC(=O)CC2C(=O)NCCc1ccccc1. The result is 0 (non-inhibitor).